This data is from hERG potassium channel inhibition data for cardiac toxicity prediction from Karim et al.. The task is: Regression/Classification. Given a drug SMILES string, predict its toxicity properties. Task type varies by dataset: regression for continuous values (e.g., LD50, hERG inhibition percentage) or binary classification for toxic/non-toxic outcomes (e.g., AMES mutagenicity, cardiotoxicity, hepatotoxicity). Dataset: herg_karim. (1) The compound is Cl.Cl.O=C1CCc2c(Oc3ccc4c(c3)C[C@H](NC(=O)c3cc(C(F)(F)F)cc(C5(O)CNC5)c3)CC4)ccnc2N1. The result is 1 (blocker). (2) The drug is O=C(NC1CCc2ccc(CCN3CCN(c4nsc5ccccc45)CC3)cc21)C(F)(F)F. The result is 1 (blocker).